From a dataset of Reaction yield outcomes from USPTO patents with 853,638 reactions. Predict the reaction yield, written as a fraction of the theoretical maximum amount of product (1.0 means a 100% yield; for example, 0.34 means a 34% yield). The reactants are [Li+].[Cl-].[CH:3]1[C:12]2[C:7](=[CH:8][CH:9]=[CH:10][CH:11]=2)[CH:6]=[CH:5][N:4]=1.[I:13]I. The catalyst is C1COCC1. The product is [I:13][C:3]1[C:12]2[C:7](=[CH:8][CH:9]=[CH:10][CH:11]=2)[CH:6]=[CH:5][N:4]=1. The yield is 0.960.